From a dataset of Forward reaction prediction with 1.9M reactions from USPTO patents (1976-2016). Predict the product of the given reaction. (1) Given the reactants [C:1]([C:5]1[CH:10]=[CH:9][C:8](/[CH:11]=[C:12](/[C:14]2[CH:18]=[C:17]([CH3:19])[N:16]([CH2:20][C:21]3[CH:26]=[CH:25][N:24]=[C:23](Cl)[CH:22]=3)[N:15]=2)\[F:13])=[CH:7][CH:6]=1)([CH3:4])([CH3:3])[CH3:2].[NH:28]1[CH2:33][CH2:32][NH:31][CH2:30][CH2:29]1.O.C(O)=O, predict the reaction product. The product is: [C:1]([C:5]1[CH:10]=[CH:9][C:8](/[CH:11]=[C:12](/[C:14]2[CH:18]=[C:17]([CH3:19])[N:16]([CH2:20][C:21]3[CH:26]=[CH:25][N:24]=[C:23]([N:28]4[CH2:33][CH2:32][NH:31][CH2:30][CH2:29]4)[CH:22]=3)[N:15]=2)\[F:13])=[CH:7][CH:6]=1)([CH3:4])([CH3:3])[CH3:2]. (2) Given the reactants Br[C:2]1[CH:7]=[CH:6][C:5]([O:8][CH:9]([F:11])[F:10])=[C:4]([CH3:12])[CH:3]=1.[C:13]([C:15]1[CH:20]=[CH:19][CH:18]=[C:17]([CH3:21])[CH:16]=1)#[CH:14].C(N(CC)CC)C.N#N, predict the reaction product. The product is: [F:10][CH:9]([F:11])[O:8][C:5]1[CH:6]=[CH:7][C:2]([C:14]#[C:13][C:15]2[CH:16]=[C:17]([CH3:21])[CH:18]=[CH:19][CH:20]=2)=[CH:3][C:4]=1[CH3:12]. (3) The product is: [Si:7]([O:6][CH2:5][C:4]1[CH:3]=[C:2]([CH:45]([C:42]2[CH:43]=[N:44][C:39]([N:33]3[CH2:34][CH2:35][O:36][CH2:37][CH2:38]3)=[N:40][CH:41]=2)[OH:46])[CH:16]=[CH:15][CH:14]=1)([C:10]([CH3:13])([CH3:12])[CH3:11])([CH3:9])[CH3:8]. Given the reactants Br[C:2]1[CH:3]=[C:4]([CH:14]=[CH:15][CH:16]=1)[CH2:5][O:6][Si:7]([C:10]([CH3:13])([CH3:12])[CH3:11])([CH3:9])[CH3:8].C1COCC1.C([Li])CCC.CCCCCC.[N:33]1([C:39]2[N:44]=[CH:43][C:42]([CH:45]=[O:46])=[CH:41][N:40]=2)[CH2:38][CH2:37][O:36][CH2:35][CH2:34]1, predict the reaction product. (4) Given the reactants [Br:1][C:2]1[CH:3]=[CH:4][C:5]2[O:11][CH:10]([CH2:12][O:13][Si:14]([C:17]([CH3:20])([CH3:19])[CH3:18])([CH3:16])[CH3:15])[CH2:9][N:8]3[CH:21]=[CH:22][N:23]=[C:7]3[C:6]=2[CH:24]=1.ClC1C=CC2OCCC3N(C=C(C([O:42][CH3:43])=O)N=3)C=2N=1.CCCC[N+:48](CCCC)(CCCC)CCCC.[F-], predict the reaction product. The product is: [Br:1][C:2]1[CH:3]=[CH:4][C:5]2[O:11][CH:10]([CH2:12][O:13][Si:14]([C:17]([CH3:20])([CH3:18])[CH3:19])([CH3:15])[CH3:16])[CH2:9][N:8]3[CH:21]=[C:22]([C:43]([NH2:48])=[O:42])[N:23]=[C:7]3[C:6]=2[CH:24]=1.